Dataset: Experimentally validated miRNA-target interactions with 360,000+ pairs, plus equal number of negative samples. Task: Binary Classification. Given a miRNA mature sequence and a target amino acid sequence, predict their likelihood of interaction. (1) Result: 0 (no interaction). The miRNA is mmu-miR-143-5p with sequence GGUGCAGUGCUGCAUCUCUGG. The protein sequence of the target gene is MGTKAQVERKLLCLFILAILLCSLALGSVTVHSSEPEVRIPENNPVKLSCAYSGFSSPRVEWKFDQGDTTRLVCYNNKITASYEDRVTFLPTGITFKSVTREDTGTYTCMVSEEGGNSYGEVKVKLIVLVPPSKPTVNIPSSATIGNRAVLTCSEQDGSPPSEYTWFKDGIVMPTNPKSTRAFSNSSYVLNPTTGELVFDPLSASDTGEYSCEARNGYGTPMTSNAVRMEAVERNVGVIVAAVLVTLILLGILVFGIWFAYSRGHFDRTKKGTSSKKVIYSQPSARSEGEFKQTSSFLV. (2) The miRNA is hsa-miR-513a-5p with sequence UUCACAGGGAGGUGUCAU. The protein sequence of the target gene is MNESASQEELRPAQENRKEDKERKWNLTEVKELHETLQSVPDVPVKEDTNSVVEKAMDEIKSQELNLEGQRKISPGSIKDSKTEASGNIAIRKSAKVIFALDETELKSKPEHTWKKNLFERMEARAQAMQQKIIDKENLKKELEKKAEKKLPRDNLAKEWFNTDSMTLNNTAYLLDKLLPTLVPGVENMLTQVEKKKVLTEADTPSKFDPINYLGEYLIRNNPNYIKDPGMSGYQRLMKEVTEDLKIYVPDTICNRVSKMKENVKQNRKQRESIDKIIVKVANTRKQALQEQFDEWILDP.... Result: 0 (no interaction).